Dataset: Forward reaction prediction with 1.9M reactions from USPTO patents (1976-2016). Task: Predict the product of the given reaction. Given the reactants C([N:20]1[N:24]=[N:23][C:22]([C:25]2([C:33]#[N:34])[C:27]3([CH2:32][CH2:31][CH2:30][CH2:29][CH2:28]3)[CH2:26]2)=[N:21]1)(C1C=CC=CC=1)(C1C=CC=CC=1)C1C=CC=CC=1.Cl, predict the reaction product. The product is: [NH:23]1[C:22]([C:25]2([CH2:33][NH2:34])[C:27]3([CH2:32][CH2:31][CH2:30][CH2:29][CH2:28]3)[CH2:26]2)=[N:21][N:20]=[N:24]1.